Dataset: Drug-target binding data from BindingDB using Ki measurements. Task: Regression. Given a target protein amino acid sequence and a drug SMILES string, predict the binding affinity score between them. We predict pKi (pKi = -log10(Ki in M); higher means stronger inhibition). Dataset: bindingdb_ki. (1) The small molecule is O=C1CN(C2O[C@H](CO)[C@@H](O)[C@H]2O)CCN1. The target protein (P56389) has sequence MAQERPSCAVEPEHVQRLLLSSREAKKSAYCPYSRFPVGAALLTGDGRIFSGCNIENACYPLGVCAERTAIQKAISEGYKDFRAIAISSDLQEEFISPCGACRQVMREFGTDWAVYMTKPDGTFVVRTVQELLPASFGPEDLQKIQ. The pKi is 5.4. (2) The target protein sequence is MCRQLQRASFPEHRCSLSRKKNGGPGNQLEIARSPFAQGCCNLTLNQSLPTSDPLNASEKGEVSRMSVREKNWPALLILVVILLTIGGNILVIMAVSLEKKLQNATNFFLMSLAVADMLVGILVMPVSLITVLYDYAWPLPKQLCPIWISLDVLFSTASIMHLCAISLDRYVAIRNPIEHSRFNSRTKAIMKIAAVWTISIGISMPIPVMGLQDDSRVFVNGTCVLNDENFVLIGSFMAFFIPLIIMVITYCLTIQVLQRQATVFMCGEVPRQRRSSVNCLKKENNTENISMLHNHEGASHLNSPVNKEAVLFRKGTMQSINNERRASKVLGIVFFLFLIMWCPFFITNVMSVLCKEACDKDLLSELLDVFVWVGRLQFPERRWGMKFWCGFVILTGITCTLGEV. The drug is CC(C)NCC(O)COc1cccc2[nH]ccc12. The pKi is 5.0. (3) The small molecule is CC(C)[C@H](NC(=O)[C@H](CC(=O)O)NC(=O)[C@H](CO)NC(=O)[C@@H](N)CCC(=O)O)C(=O)O. The target protein (P78352) has sequence MDCLCIVTTKKYRYQDEDTPPLEHSPAHLPNQANSPPVIVNTDTLEAPGYELQVNGTEGEMEYEEITLERGNSGLGFSIAGGTDNPHIGDDPSIFITKIIPGGAAAQDGRLRVNDSILFVNEVDVREVTHSAAVEALKEAGSIVRLYVMRRKPPAEKVMEIKLIKGPKGLGFSIAGGVGNQHIPGDNSIYVTKIIEGGAAHKDGRLQIGDKILAVNSVGLEDVMHEDAVAALKNTYDVVYLKVAKPSNAYLSDSYAPPDITTSYSQHLDNEISHSSYLGTDYPTAMTPTSPRRYSPVAKDLLGEEDIPREPRRIVIHRGSTGLGFNIVGGEDGEGIFISFILAGGPADLSGELRKGDQILSVNGVDLRNASHEQAAIALKNAGQTVTIIAQYKPEEYSRFEAKIHDLREQLMNSSLGSGTASLRSNPKRGFYIRALFDYDKTKDCGFLSQALSFRFGDVLHVIDASDEEWWQARRVHSDSETDDIGFIPSKRRVERREWS.... The pKi is 4.5. (4) The compound is CSc1ccc2c(c1)C(N1CCN(C)CC1)Cc1ccccc1S2. The target protein sequence is MVLAQGPVNHSTPDWESGPPSEPGGSGWVAAALCVVIALTAAANSLLIVLICTQPALRNTSNFFLVSLFTSDLMVGLVVMPPAMLNALYGRWVLARGLCLLWAAFDVMCCSASILNLCLISLDRYLLILSPLRYKLRMTPPRALALVLSAWSLAALASFLPLLLGWHELGRVRAPAPGQCRLLASLPFVLVASGLTFFLPSGAICFTYCRILLAARKQAVQVASLTTAMTGQALETLQVPRTPRPGVESADSRRLATKHSRKALKASLTLGILLGMFFVTWLPFFVANIAQAVCDCVSPGLFDGLTWLGYCNSTMNPIIYPLFMRDFKRALGRFMPCPRCPREHQASLASPSMRTSHSGPRPGLSLQHVLPLPLPTNLDLDSDSGTGGSSGPQFTAQLLLPGEAARDPPLPAKATTAVNVFNVDPVEPELRLHPRGSPTN. The pKi is 8.0. (5) The drug is COc1ccc(Cc2nccc3cc(OC)c(OC)cc23)cc1OC. The target protein (Q13370) has sequence MRRDERDAKAMRSLQPPDGAGSPPESLRNGYVKSCVSPLRQDPPRGFFFHLCRFCNVELRPPPASPQQPRRCSPFCRARLSLGALAAFVLALLLGAEPESWAAGAAWLRTLLSVCSHSLSPLFSIACAFFFLTCFLTRTKRGPGPGRSCGSWWLLALPACCYLGDFLVWQWWSWPWGDGDAGSAAPHTPPEAAAGRLLLVLSCVGLLLTLAHPLRLRHCVLVLLLASFVWWVSFTSLGSLPSALRPLLSGLVGGAGCLLALGLDHFFQIREAPLHPRLSSAAEEKVPVIRPRRRSSCVSLGETAASYYGSCKIFRRPSLPCISREQMILWDWDLKQWYKPHYQNSGGGNGVDLSVLNEARNMVSDLLTDPSLPPQVISSLRSISSLMGAFSGSCRPKINPLTPFPGFYPCSEIEDPAEKGDRKLNKGLNRNSLPTPQLRRSSGTSGLLPVEQSSRWDRNNGKRPHQEFGISSQGCYLNGPFNSNLLTIPKQRSSSVSLTH.... The pKi is 6.4.